This data is from Full USPTO retrosynthesis dataset with 1.9M reactions from patents (1976-2016). The task is: Predict the reactants needed to synthesize the given product. (1) Given the product [C:22]([C:26]1[CH:30]=[C:29]([NH:31][C:32]([NH:1][C:2]2[CH:19]=[CH:18][C:5]([O:6][C:7]3[C:16]4[NH:15][C:14](=[O:17])[CH:13]=[N:12][C:11]=4[N:10]=[CH:9][CH:8]=3)=[CH:4][C:3]=2[S:20][CH3:21])=[O:33])[N:28]([C:34]2[CH:39]=[CH:38][CH:37]=[CH:36][CH:35]=2)[N:27]=1)([CH3:25])([CH3:23])[CH3:24], predict the reactants needed to synthesize it. The reactants are: [NH2:1][C:2]1[CH:19]=[CH:18][C:5]([O:6][C:7]2[C:16]3[NH:15][C:14](=[O:17])[CH:13]=[N:12][C:11]=3[N:10]=[CH:9][CH:8]=2)=[CH:4][C:3]=1[S:20][CH3:21].[C:22]([C:26]1[CH:30]=[C:29]([N:31]=[C:32]=[O:33])[N:28]([C:34]2[CH:39]=[CH:38][CH:37]=[CH:36][CH:35]=2)[N:27]=1)([CH3:25])([CH3:24])[CH3:23]. (2) Given the product [CH2:19]([O:21][C:22]([C:24]1[C:25]([NH:29][CH:8]=[C:9]2[C:17]3[C:12](=[CH:13][CH:14]=[CH:15][CH:16]=3)[NH:11][C:10]2=[O:18])=[N:26][NH:27][CH:28]=1)=[O:23])[CH3:20], predict the reactants needed to synthesize it. The reactants are: NC1C=CNN=1.O/[CH:8]=[C:9]1\[C:10](=[O:18])[NH:11][C:12]2[C:17]\1=[CH:16][CH:15]=[CH:14][CH:13]=2.[CH2:19]([O:21][C:22]([C:24]1[C:25]([NH2:29])=[N:26][NH:27][CH:28]=1)=[O:23])[CH3:20]. (3) Given the product [O:45]=[C:39]1[CH:38]([N:32]2[CH2:31][C:30]3[C:34](=[CH:35][CH:36]=[C:28]([CH2:27][NH:26][C:3](=[O:5])[C:2]([F:1])([F:19])[C:6]4[CH:11]=[CH:10][C:9]([F:12])=[CH:8][C:7]=4[O:13][CH2:14][C:15]([F:18])([F:17])[F:16])[CH:29]=3)[C:33]2=[O:37])[CH2:43][CH2:42][C:41](=[O:44])[NH:40]1, predict the reactants needed to synthesize it. The reactants are: [F:1][C:2]([F:19])([C:6]1[CH:11]=[CH:10][C:9]([F:12])=[CH:8][C:7]=1[O:13][CH2:14][C:15]([F:18])([F:17])[F:16])[C:3]([OH:5])=O.P(Cl)(Cl)(Cl)=O.Cl.[NH2:26][CH2:27][C:28]1[CH:29]=[C:30]2[C:34](=[CH:35][CH:36]=1)[C:33](=[O:37])[N:32]([CH:38]1[CH2:43][CH2:42][C:41](=[O:44])[NH:40][C:39]1=[O:45])[CH2:31]2.C(=O)(O)[O-].[Na+]. (4) Given the product [Cl:21][CH2:20][CH2:19][CH2:18][N:6]1[C:5]2[CH:7]=[CH:8][CH:9]=[CH:10][C:4]=2[S:3][C:2]1=[O:1], predict the reactants needed to synthesize it. The reactants are: [OH:1][C:2]1[S:3][C:4]2[CH:10]=[CH:9][CH:8]=[CH:7][C:5]=2[N:6]=1.C(=O)([O-])[O-].[K+].[K+].Br[CH2:18][CH2:19][CH2:20][Cl:21]. (5) Given the product [Br:1][C:2]1[CH:3]=[CH:4][C:5]([C:8]2[C:9]([C:10]3[CH:15]=[CH:14][N:13]=[CH:12][CH:11]=3)=[CH:17][N:18]([CH3:20])[N:25]=2)=[CH:6][N:7]=1, predict the reactants needed to synthesize it. The reactants are: [Br:1][C:2]1[N:7]=[CH:6][C:5]([C:8](=O)[CH2:9][C:10]2[CH:15]=[CH:14][N:13]=[CH:12][CH:11]=2)=[CH:4][CH:3]=1.[CH3:17][N:18]([CH:20](OC)OC)C.[NH2:25]NC. (6) Given the product [CH3:25][O:26][C:27](=[O:36])[C:28]1[CH:29]=[C:30]([NH2:35])[CH:31]=[C:32]([N:34]2[C:11]([CH3:12])=[CH:10][CH:9]=[C:8]2[C:6]2[CH:7]=[C:2]([Cl:1])[CH:3]=[CH:4][C:5]=2[O:15][CH2:16][C:17]2[C:22]([F:23])=[CH:21][CH:20]=[CH:19][C:18]=2[F:24])[CH:33]=1, predict the reactants needed to synthesize it. The reactants are: [Cl:1][C:2]1[CH:3]=[CH:4][C:5]([O:15][CH2:16][C:17]2[C:22]([F:23])=[CH:21][CH:20]=[CH:19][C:18]=2[F:24])=[C:6]([C:8](=O)[CH2:9][CH2:10][C:11](=O)[CH3:12])[CH:7]=1.[CH3:25][O:26][C:27](=[O:36])[C:28]1[CH:33]=[C:32]([NH2:34])[CH:31]=[C:30]([NH2:35])[CH:29]=1.CC1C=CC(S(O)(=O)=O)=CC=1. (7) Given the product [CH3:1][O:2][C:3]1[N:4]=[C:5]2[CH:14]=[CH:15][NH:16][C:6]2=[CH:7][C:8]=1[O:9][CH3:10], predict the reactants needed to synthesize it. The reactants are: [CH3:1][O:2][C:3]1[C:8]([O:9][CH3:10])=[CH:7][C:6]([N+]([O-])=O)=[C:5]([CH:14]=[CH:15][N+:16]([O-])=O)[N:4]=1. (8) Given the product [CH2:29]([S:28][C:25]1[N:27]=[C:4]([CH2:5][NH:6][C:7](=[O:13])[O:8][C:9]([CH3:12])([CH3:11])[CH3:10])[CH:3]=[C:2]([C:14]2[CH:19]=[CH:18][C:17]([C:20]([F:23])([F:22])[F:21])=[CH:16][CH:15]=2)[N:26]=1)[C:30]1[CH:35]=[CH:34][CH:33]=[CH:32][CH:31]=1, predict the reactants needed to synthesize it. The reactants are: O=[C:2]([C:14]1[CH:19]=[CH:18][C:17]([C:20]([F:23])([F:22])[F:21])=[CH:16][CH:15]=1)[C:3]#[C:4][CH2:5][NH:6][C:7](=[O:13])[O:8][C:9]([CH3:12])([CH3:11])[CH3:10].Cl.[C:25]([S:28][CH2:29][C:30]1[CH:35]=[CH:34][CH:33]=[CH:32][CH:31]=1)(=[NH:27])[NH2:26].C(=O)([O-])[O-].[K+].[K+].